From a dataset of Ames mutagenicity test results for genotoxicity prediction. Regression/Classification. Given a drug SMILES string, predict its toxicity properties. Task type varies by dataset: regression for continuous values (e.g., LD50, hERG inhibition percentage) or binary classification for toxic/non-toxic outcomes (e.g., AMES mutagenicity, cardiotoxicity, hepatotoxicity). Dataset: ames. (1) The drug is O=Nn1cc(CCO)c2ccccc21. The result is 1 (mutagenic). (2) The drug is COc1cccc2sc(N)nc12. The result is 1 (mutagenic). (3) The molecule is CCCCOC(=O)COc1cc(Cl)c(Cl)cc1Cl. The result is 0 (non-mutagenic). (4) The molecule is CCc1cccc(CC)c1N=O. The result is 1 (mutagenic). (5) The molecule is FC(F)=C(F)Cl. The result is 0 (non-mutagenic). (6) The drug is CCCC(=O)Nc1ncnc2c1ncn2C1OC2COP(=O)(O)OC2C1OC(=O)CCC. The result is 0 (non-mutagenic). (7) The molecule is N#Cc1ccc2[nH]c(N)nc2c1. The result is 1 (mutagenic). (8) The molecule is Cc1ccc2c(c1)C1C(=N2)N(C)c2ccccc2C1C. The result is 1 (mutagenic).